Dataset: Reaction yield outcomes from USPTO patents with 853,638 reactions. Task: Predict the reaction yield, written as a fraction of the theoretical maximum amount of product (1.0 means a 100% yield; for example, 0.34 means a 34% yield). (1) The reactants are [CH3:1][C:2]1[S:3][CH:4]=[C:5]([C:7]2[CH:8]=[C:9]([S:13](Cl)(=[O:15])=[O:14])[CH:10]=[CH:11][CH:12]=2)[N:6]=1.[NH2:17][C:18]1[CH:19]=[C:20]([OH:27])[C:21](=[CH:25][CH:26]=1)[C:22]([OH:24])=[O:23].N1C=CC=CC=1. The catalyst is C(Cl)Cl.CCOC(C)=O. The product is [OH:27][C:20]1[CH:19]=[C:18]([NH:17][S:13]([C:9]2[CH:10]=[CH:11][CH:12]=[C:7]([C:5]3[N:6]=[C:2]([CH3:1])[S:3][CH:4]=3)[CH:8]=2)(=[O:15])=[O:14])[CH:26]=[CH:25][C:21]=1[C:22]([OH:24])=[O:23]. The yield is 0.410. (2) The product is [CH3:6][NH:7][CH2:8][CH2:9][C:10]1[CH:11]=[CH:12][C:13]([O:16][C:17]2[CH:22]=[CH:21][CH:20]=[C:19]([C:23]([F:24])([F:26])[F:25])[CH:18]=2)=[CH:14][CH:15]=1. The catalyst is C(Cl)Cl. The yield is 0.821. The reactants are C(O[C:6](=O)[N:7](C)[CH2:8][CH2:9][C:10]1[CH:15]=[CH:14][C:13]([O:16][C:17]2[CH:22]=[CH:21][CH:20]=[C:19]([C:23]([F:26])([F:25])[F:24])[CH:18]=2)=[CH:12][CH:11]=1)(C)(C)C.C(O)(C(F)(F)F)=O. (3) No catalyst specified. The product is [OH:12][C:4]1[CH:3]=[C:2]2[C:10]([N:11]=[C:22]([C:24]3[CH:29]=[CH:28][C:27]([O:30][CH3:31])=[CH:26][CH:25]=3)[C:21]([C:18]3[CH:17]=[CH:16][C:15]([O:14][CH3:13])=[CH:20][CH:19]=3)=[N:1]2)=[CH:9][C:5]=1[C:6]([OH:8])=[O:7]. The reactants are [NH2:1][C:2]1[C:10]([NH2:11])=[CH:9][C:5]([C:6]([OH:8])=[O:7])=[C:4]([OH:12])[CH:3]=1.[CH3:13][O:14][C:15]1[CH:20]=[CH:19][C:18]([C:21](=O)[C:22]([C:24]2[CH:29]=[CH:28][C:27]([O:30][CH3:31])=[CH:26][CH:25]=2)=O)=[CH:17][CH:16]=1. The yield is 0.120. (4) The catalyst is CC(C)=O. The reactants are Cl.C(O[C:5](=O)[CH2:6][NH:7][C:8]([O:10][C:11]1[CH:16]=[CH:15][C:14]([CH2:17][OH:18])=[CH:13][C:12]=1[CH:19]([C:29]1[CH:34]=[CH:33][CH:32]=[CH:31][CH:30]=1)[CH2:20][CH2:21][N:22]([CH:26]([CH3:28])[CH3:27])[CH:23]([CH3:25])[CH3:24])=[O:9])C. The product is [CH:26]([N:22]([CH:23]([CH3:25])[CH3:24])[CH2:21][CH2:20][CH:19]([C:12]1[CH:13]=[C:14]([CH2:17][OH:18])[CH:15]=[CH:16][C:11]=1[O:10][C:8](=[O:9])[NH:7][C:6]1[CH:5]=[CH:13][CH:12]=[CH:11][CH:16]=1)[C:29]1[CH:34]=[CH:33][CH:32]=[CH:31][CH:30]=1)([CH3:28])[CH3:27]. The yield is 0.210. (5) The reactants are [O:1]=[C:2]1[C:11]2[C:6](=[CH:7][CH:8]=[CH:9][C:10]=2[C:12]([F:15])([F:14])[F:13])[NH:5][CH:4]=[C:3]1[C:16]([OH:18])=O.[CH:19]12[N:25]([C:26]3[CH:32]=[CH:31][C:29]([NH2:30])=[C:28]([C:33]#[C:34][CH2:35][N:36]([CH3:38])[CH3:37])[CH:27]=3)[CH:22]([CH2:23][CH2:24]1)[CH2:21][CH2:20]2.C(P1(=O)OP(CCC)(=O)OP(CCC)(=O)O1)CC.N1C=CC=CC=1. The catalyst is CC1CCCO1.CCOC(C)=O. The product is [CH:19]12[N:25]([C:26]3[CH:32]=[CH:31][C:29]([NH:30][C:16]([C:3]4[C:2](=[O:1])[C:11]5[C:6](=[CH:7][CH:8]=[CH:9][C:10]=5[C:12]([F:13])([F:14])[F:15])[NH:5][CH:4]=4)=[O:18])=[C:28]([C:33]#[C:34][CH2:35][N:36]([CH3:38])[CH3:37])[CH:27]=3)[CH:22]([CH2:23][CH2:24]1)[CH2:21][CH2:20]2. The yield is 0.170.